The task is: Regression. Given a peptide amino acid sequence and an MHC pseudo amino acid sequence, predict their binding affinity value. This is MHC class II binding data.. This data is from Peptide-MHC class II binding affinity with 134,281 pairs from IEDB. (1) The peptide sequence is FSQPEQEFPQPQ. The MHC is DRB1_0401 with pseudo-sequence DRB1_0401. The binding affinity (normalized) is 0. (2) The peptide sequence is ARGYISTRVGMGEAA. The MHC is DRB1_0401 with pseudo-sequence DRB1_0401. The binding affinity (normalized) is 0.742. (3) The peptide sequence is RDGQLTIKAERTEQK. The MHC is HLA-DQA10301-DQB10302 with pseudo-sequence HLA-DQA10301-DQB10302. The binding affinity (normalized) is 0.323. (4) The peptide sequence is RVLDILVARRLLLKK. The MHC is DRB1_0701 with pseudo-sequence DRB1_0701. The binding affinity (normalized) is 0.815. (5) The peptide sequence is EKKYFAAGQFEPLAA. The MHC is DRB1_0101 with pseudo-sequence DRB1_0101. The binding affinity (normalized) is 0.649.